This data is from NCI-60 drug combinations with 297,098 pairs across 59 cell lines. The task is: Regression. Given two drug SMILES strings and cell line genomic features, predict the synergy score measuring deviation from expected non-interaction effect. Drug 1: CC12CCC(CC1=CCC3C2CCC4(C3CC=C4C5=CN=CC=C5)C)O. Drug 2: CC(C)CN1C=NC2=C1C3=CC=CC=C3N=C2N. Cell line: TK-10. Synergy scores: CSS=-3.50, Synergy_ZIP=0.205, Synergy_Bliss=-2.37, Synergy_Loewe=-4.45, Synergy_HSA=-4.60.